The task is: Predict the product of the given reaction.. This data is from Forward reaction prediction with 1.9M reactions from USPTO patents (1976-2016). (1) Given the reactants [C:1]1([S:7]([NH2:10])(=[O:9])=[O:8])[CH:6]=[CH:5][CH:4]=[CH:3][CH:2]=1.Br[CH2:12][C:13]1[N:14]=[CH:15][S:16][C:17]=1[CH2:18]Br.[H-].[Na+], predict the reaction product. The product is: [C:1]1([S:7]([N:10]2[CH2:18][C:17]3[S:16][CH:15]=[N:14][C:13]=3[CH2:12]2)(=[O:9])=[O:8])[CH:6]=[CH:5][CH:4]=[CH:3][CH:2]=1. (2) The product is: [F:20][C:15]1[C:14]2[C:19](=[C:11]([C:4]3[CH:5]=[CH:6][C:7]([OH:9])=[CH:8][C:3]=3[OH:2])[N:12]([CH:21]([CH3:23])[CH3:22])[N:13]=2)[CH:18]=[CH:17][CH:16]=1. Given the reactants C[O:2][C:3]1[CH:8]=[C:7]([O:9]C)[CH:6]=[CH:5][C:4]=1[C:11]1[N:12]([CH:21]([CH3:23])[CH3:22])[N:13]=[C:14]2[C:19]=1[CH:18]=[CH:17][CH:16]=[C:15]2[F:20].B(Br)(Br)Br.C1CCCCC=1, predict the reaction product. (3) Given the reactants [Cl:1][C:2]1[CH:3]=[C:4]([NH2:15])[CH:5]=[CH:6][C:7]=1[S:8][C:9]1[N:10]([CH3:14])[CH2:11][CH2:12][N:13]=1.C(N(C(C)C)CC)(C)C.[C:25](Cl)(Cl)=[S:26], predict the reaction product. The product is: [Cl:1][C:2]1[CH:3]=[C:4]([N:15]=[C:25]=[S:26])[CH:5]=[CH:6][C:7]=1[S:8][C:9]1[N:10]([CH3:14])[CH2:11][CH2:12][N:13]=1.